This data is from Forward reaction prediction with 1.9M reactions from USPTO patents (1976-2016). The task is: Predict the product of the given reaction. (1) Given the reactants [C:1]([O:5][C:6]([N:8]1[C:16]2[C:11](=[CH:12][CH:13]=[CH:14][CH:15]=2)[C:10](/[CH:17]=[CH:18]/[C:19]([OH:21])=O)=[CH:9]1)=[O:7])([CH3:4])([CH3:3])[CH3:2].[Cl:22][C:23]1[CH:35]=[CH:34][C:26]([C:27]([NH:29][NH:30][CH:31]([CH3:33])[CH3:32])=[O:28])=[CH:25][CH:24]=1.CN(C(ON1N=NC2C=CC=NC1=2)=[N+](C)C)C.F[P-](F)(F)(F)(F)F.C(N(CC)C(C)C)(C)C, predict the reaction product. The product is: [Cl:22][C:23]1[CH:35]=[CH:34][C:26]([C:27]([NH:29][N:30]([C:19](=[O:21])/[CH:18]=[CH:17]/[C:10]2[C:11]3[C:16](=[CH:15][CH:14]=[CH:13][CH:12]=3)[N:8]([C:6]([O:5][C:1]([CH3:4])([CH3:3])[CH3:2])=[O:7])[CH:9]=2)[CH:31]([CH3:32])[CH3:33])=[O:28])=[CH:25][CH:24]=1. (2) The product is: [F:8][C:5]1[CH:6]=[CH:7][C:2]([NH:12][CH:13]([CH2:17][CH3:18])[C:14]([OH:16])=[O:15])=[C:3]([N+:9]([O-:11])=[O:10])[CH:4]=1. Given the reactants F[C:2]1[CH:7]=[CH:6][C:5]([F:8])=[CH:4][C:3]=1[N+:9]([O-:11])=[O:10].[NH2:12][CH:13]([CH2:17][CH3:18])[C:14]([OH:16])=[O:15].C(=O)([O-])[O-].[K+].[K+].CS(C)=O, predict the reaction product.